From a dataset of Catalyst prediction with 721,799 reactions and 888 catalyst types from USPTO. Predict which catalyst facilitates the given reaction. (1) The catalyst class is: 111. Product: [CH3:15][C:16]1[CH:21]=[CH:20][N:19]([C:22]2[CH:23]=[CH:24][C:25]([N:28]3[CH2:29][CH2:30][N:31]([CH2:2][CH2:3][C:4]4[C:12]5[C:7](=[CH:8][CH:9]=[C:10]([C:13]#[N:14])[CH:11]=5)[NH:6][CH:5]=4)[CH2:32][CH2:33]3)=[CH:26][CH:27]=2)[C:18](=[O:34])[CH:17]=1. Reactant: O=[CH:2][CH2:3][C:4]1[C:12]2[C:7](=[CH:8][CH:9]=[C:10]([C:13]#[N:14])[CH:11]=2)[NH:6][CH:5]=1.[CH3:15][C:16]1[CH:21]=[CH:20][N:19]([C:22]2[CH:27]=[CH:26][C:25]([N:28]3[CH2:33][CH2:32][NH:31][CH2:30][CH2:29]3)=[CH:24][CH:23]=2)[C:18](=[O:34])[CH:17]=1.C([BH3-])#N.[Na+].C(O)(=O)C. (2) Reactant: [F:1][C:2]([F:14])([F:13])[O:3][C:4]1[CH:12]=[CH:11][C:7]([C:8](Cl)=[O:9])=[CH:6][CH:5]=1.[NH2:15][C@:16]([CH3:30])([CH2:19][N:20]1[CH:29]=[C:23]2[N:24]=[CH:25][C:26]([Br:28])=[CH:27][C:22]2=[N:21]1)[C:17]#[N:18]. Product: [Br:28][C:26]1[CH:25]=[N:24][C:23]2=[CH:29][N:20]([CH2:19][C@@:16]([NH:15][C:8](=[O:9])[C:7]3[CH:11]=[CH:12][C:4]([O:3][C:2]([F:14])([F:13])[F:1])=[CH:5][CH:6]=3)([C:17]#[N:18])[CH3:30])[N:21]=[C:22]2[CH:27]=1. The catalyst class is: 1. (3) Reactant: [CH3:1][CH2:2][CH2:3][CH2:4][CH2:5][NH:6][C:7]([NH:9]/[N:10]=[CH:11]/[C:12]1[C:16]2[CH:17]=[C:18]([O:21][CH3:22])[CH:19]=[CH:20][C:15]=2[NH:14][CH:13]=1)=[NH:8].[C:23]([OH:30])(=[O:29])/[CH:24]=[CH:25]\[C:26]([OH:28])=[O:27]. Product: [CH3:1][CH2:2][CH2:3][CH2:4][CH2:5][NH:6][C:7]([NH:9]/[N:10]=[CH:11]/[C:12]1[C:16]2[CH:17]=[C:18]([O:21][CH3:22])[CH:19]=[CH:20][C:15]=2[NH:14][CH:13]=1)=[NH:8].[CH:24](/[C:23]([OH:30])=[O:29])=[CH:25]/[C:26]([OH:28])=[O:27]. The catalyst class is: 24. (4) Reactant: [CH2:1]([O:3][C:4]([N:6]1[C:15]2[C:10](=[N:11][C:12]([O:16][CH3:17])=[CH:13][CH:14]=2)[C@@H:9]([NH:18][C:19]2[N:24]=[C:23]([CH2:25][C:26]3[CH:31]=[C:30]([C:32]([F:35])([F:34])[F:33])[CH:29]=[C:28]([C:36]([F:39])([F:38])[F:37])[CH:27]=3)[C:22]([CH:40]=[CH:41][C:42](O)=[O:43])=[CH:21][N:20]=2)[CH2:8][C@H:7]1[CH2:45][CH3:46])=[O:5])[CH3:2].ClC(OCC)=O.C(N(CC)CC)C. Product: [CH2:1]([O:3][C:4]([N:6]1[C:15]2[C:10](=[N:11][C:12]([O:16][CH3:17])=[CH:13][CH:14]=2)[C@@H:9]([NH:18][C:19]2[N:24]=[C:23]([CH2:25][C:26]3[CH:31]=[C:30]([C:32]([F:35])([F:33])[F:34])[CH:29]=[C:28]([C:36]([F:37])([F:38])[F:39])[CH:27]=3)[C:22]([CH:40]=[CH:41][CH2:42][OH:43])=[CH:21][N:20]=2)[CH2:8][C@H:7]1[CH2:45][CH3:46])=[O:5])[CH3:2]. The catalyst class is: 7. (5) Reactant: Cl[S:2]([C:5]1[CH:6]=[CH:7][C:8]([O:15][CH3:16])=[C:9]([CH:14]=1)[C:10]([O:12][CH3:13])=[O:11])(=[O:4])=[O:3].[CH2:17]([NH:21][C:22]1[CH:27]=[CH:26][C:25]([CH3:28])=[CH:24][C:23]=1[CH3:29])[CH:18]([CH3:20])[CH3:19]. Product: [CH3:29][C:23]1[CH:24]=[C:25]([CH3:28])[CH:26]=[CH:27][C:22]=1[N:21]([CH2:17][CH:18]([CH3:20])[CH3:19])[S:2]([C:5]1[CH:6]=[CH:7][C:8]([O:15][CH3:16])=[C:9]([CH:14]=1)[C:10]([O:12][CH3:13])=[O:11])(=[O:4])=[O:3]. The catalyst class is: 17. (6) Reactant: [CH2:1]([O:8][C:9]([N:11]1[C:15]([CH3:16])=[CH:14][CH:13]([C:17]2[CH:22]=[C:21]([NH:23]C(OC(C)(C)C)=O)[C:20]([CH3:31])=[CH:19][C:18]=2[F:32])[NH:12]1)=[O:10])[C:2]1[CH:7]=[CH:6][CH:5]=[CH:4][CH:3]=1. Product: [CH2:1]([O:8][C:9]([N:11]1[C:15]([CH3:16])=[CH:14][C:13]([C:17]2[CH:22]=[C:21]([NH2:23])[C:20]([CH3:31])=[CH:19][C:18]=2[F:32])=[N:12]1)=[O:10])[C:2]1[CH:7]=[CH:6][CH:5]=[CH:4][CH:3]=1. The catalyst class is: 45. (7) Reactant: [CH3:1][CH:2]1[CH2:6][CH2:5][CH2:4][N:3]1[CH:7]1[CH2:11][CH2:10][N:9]([C:12]2[CH:17]=[CH:16][C:15]([N+:18]([O-])=O)=[C:14](C)[CH:13]=2)[CH2:8]1. Product: [CH3:1][CH:2]1[CH2:6][CH2:5][CH2:4][N:3]1[CH:7]1[CH2:11][CH2:10][N:9]([C:12]2[CH:13]=[CH:14][C:15]([NH2:18])=[CH:16][CH:17]=2)[CH2:8]1. The catalyst class is: 687. (8) Reactant: [OH-].[NH4+:2].[F:3][C:4]1[C:12]([F:13])=[C:11](F)[C:10]([N+:15]([O-:17])=[O:16])=[CH:9][C:5]=1[C:6]([OH:8])=[O:7].Cl. Product: [NH2:2][C:11]1[C:10]([N+:15]([O-:17])=[O:16])=[CH:9][C:5]([C:6]([OH:8])=[O:7])=[C:4]([F:3])[C:12]=1[F:13]. The catalyst class is: 6. (9) Reactant: [Cl:1][C:2]1[CH:3]=[C:4]([OH:9])[CH:5]=[CH:6][C:7]=1[Cl:8].O=C(Cl)[O:12][C:13](Cl)(Cl)[Cl:14].C(N(CC)C(C)C)(C)C. Product: [Cl:14][C:13]([O:9][C:4]1[CH:5]=[CH:6][C:7]([Cl:8])=[C:2]([Cl:1])[CH:3]=1)=[O:12]. The catalyst class is: 4.